This data is from Full USPTO retrosynthesis dataset with 1.9M reactions from patents (1976-2016). The task is: Predict the reactants needed to synthesize the given product. (1) Given the product [NH2:37][C:33]1[N:34]=[C:35]([F:36])[C:30]([C:16]2[CH:15]=[CH:14][C:13]([CH2:12][C:11]([NH:10][C:7]3[CH:6]=[C:5]([C:1]4([CH3:2])[CH2:3][CH2:4]4)[O:9][N:8]=3)=[O:28])=[CH:18][CH:17]=2)=[CH:31][CH:32]=1, predict the reactants needed to synthesize it. The reactants are: [C:1]([C:5]1[O:9][N:8]=[C:7]([NH:10][C:11](=[O:28])[CH2:12][C:13]2[CH:18]=[CH:17][C:16](B3OC(C)(C)C(C)(C)O3)=[CH:15][CH:14]=2)[CH:6]=1)([CH3:4])([CH3:3])[CH3:2].Br[C:30]1[CH:31]=[CH:32][C:33]([NH2:37])=[N:34][C:35]=1[F:36].BrC1C=C(C)C(N)=NC=1. (2) Given the product [CH3:2][C@@:3]([OH:35])([C:31]([CH3:34])([CH3:33])[CH3:32])[C@@H:4]1[C@:9]2([O:29][CH3:30])[C@@H:10]3[O:24][C:19]4=[C:20]([OH:23])[CH:21]=[CH:22][C:17]5=[C:18]4[C@:11]43[CH2:12][CH2:13][N:14]([CH2:25][CH:26]3[CH2:27][CH2:28]3)[C@H:15]([CH2:16]5)[C@@:6]4([CH2:7][CH2:8]2)[CH2:5]1.[ClH:1], predict the reactants needed to synthesize it. The reactants are: [ClH:1].[CH3:2][C@@:3]([OH:35])([C:31]([CH3:34])([CH3:33])[CH3:32])[C@@H:4]1[C@:9]2([O:29][CH3:30])[C@@H:10]3[O:24][C:19]4=[C:20]([OH:23])[CH:21]=[CH:22][C:17]5=[C:18]4[C@:11]43[CH2:12][CH2:13][N:14]([CH2:25][CH:26]3[CH2:28][CH2:27]3)[C@H:15]([CH2:16]5)[C@@:6]4([CH2:7][CH2:8]2)[CH2:5]1. (3) Given the product [CH:30]1([O:29][C:4]2[C:5]3[C:10]([C:11]4[CH:20]=[CH:19][C:14]5[N:15]=[C:16]([CH3:18])[O:17][C:13]=5[CH:12]=4)=[CH:9][N:8]([CH2:21][O:22][CH2:23][CH2:24][Si:25]([CH3:28])([CH3:27])[CH3:26])[C:6]=3[N:7]=[C:2]([NH:33][C:34]3[CH:43]=[CH:42][C:37]([C:38]([NH:40][CH3:41])=[O:39])=[CH:36][C:35]=3[O:44][CH3:45])[N:3]=2)[CH2:32][CH2:31]1, predict the reactants needed to synthesize it. The reactants are: Cl[C:2]1[N:3]=[C:4]([O:29][CH:30]2[CH2:32][CH2:31]2)[C:5]2[C:10]([C:11]3[CH:20]=[CH:19][C:14]4[N:15]=[C:16]([CH3:18])[O:17][C:13]=4[CH:12]=3)=[CH:9][N:8]([CH2:21][O:22][CH2:23][CH2:24][Si:25]([CH3:28])([CH3:27])[CH3:26])[C:6]=2[N:7]=1.[NH2:33][C:34]1[CH:43]=[CH:42][C:37]([C:38]([NH:40][CH3:41])=[O:39])=[CH:36][C:35]=1[O:44][CH3:45].C(=O)([O-])[O-].[K+].[K+].CC1(C)C2C=CC=C(P(C3C=CC=CC=3)C3C=CC=CC=3)C=2OC2C1=CC=CC=2P(C1C=CC=CC=1)C1C=CC=CC=1. (4) Given the product [CH2:1]([N:3]1[C:11]2[C:6](=[CH:7][CH:8]=[C:9]([O:12][CH3:13])[CH:10]=2)[C:5]([C:14]#[N:15])=[C:4]1[C:16]1[CH:17]=[CH:18][C:19]([O:22][CH2:32][CH2:31][O:30][CH3:29])=[CH:20][CH:21]=1)[CH3:2], predict the reactants needed to synthesize it. The reactants are: [CH2:1]([N:3]1[C:11]2[C:6](=[CH:7][CH:8]=[C:9]([O:12][CH3:13])[CH:10]=2)[C:5]([C:14]#[N:15])=[C:4]1[C:16]1[CH:21]=[CH:20][C:19]([OH:22])=[CH:18][CH:17]=1)[CH3:2].C([O-])([O-])=O.[K+].[K+].[CH3:29][O:30][CH2:31][CH2:32]Br. (5) Given the product [N:18]1[C:19]2[C:14](=[CH:13][C:12]([CH2:11][N:8]3[C:6]4[N:7]=[C:2]([NH2:25])[N:3]=[CH:4][C:5]=4[N:10]=[N:9]3)=[CH:21][CH:20]=2)[CH:15]=[CH:16][CH:17]=1, predict the reactants needed to synthesize it. The reactants are: Cl[C:2]1[N:3]=[CH:4][C:5]2[N:10]=[N:9][N:8]([CH2:11][C:12]3[CH:13]=[C:14]4[C:19](=[CH:20][CH:21]=3)[N:18]=[CH:17][CH:16]=[CH:15]4)[C:6]=2[N:7]=1.CCO.[NH3:25].